From a dataset of Reaction yield outcomes from USPTO patents with 853,638 reactions. Predict the reaction yield, written as a fraction of the theoretical maximum amount of product (1.0 means a 100% yield; for example, 0.34 means a 34% yield). (1) The reactants are [Cl:1][C:2]1[CH:7]=[CH:6][C:5]([C:8]([F:13])([F:12])[C:9]([OH:11])=O)=[C:4]([F:14])[CH:3]=1.P(Cl)(Cl)(Cl)=O.Cl.[NH2:21][CH2:22][C:23]1[CH:24]=[C:25]2[C:29](=[CH:30][CH:31]=1)[C:28](=[O:32])[N:27]([CH:33]1[CH2:38][CH2:37][C:36](=[O:39])[NH:35][C:34]1=[O:40])[CH2:26]2.C(=O)(O)[O-].[Na+]. The catalyst is N1C=CC=CC=1. The product is [Cl:1][C:2]1[CH:7]=[CH:6][C:5]([C:8]([F:13])([F:12])[C:9]([NH:21][CH2:22][C:23]2[CH:24]=[C:25]3[C:29](=[CH:30][CH:31]=2)[C:28](=[O:32])[N:27]([CH:33]2[CH2:38][CH2:37][C:36](=[O:39])[NH:35][C:34]2=[O:40])[CH2:26]3)=[O:11])=[C:4]([F:14])[CH:3]=1. The yield is 0.120. (2) The reactants are [F:1][C:2]1[CH:3]=[C:4]([N:8]2[C:12]([NH2:13])=[C:11]([CH3:14])[C:10]([C:15]3[CH:16]=[N:17][N:18]([CH3:20])[CH:19]=3)=[N:9]2)[CH:5]=[N:6][CH:7]=1.Cl[C:22](Cl)([O:24]C(=O)OC(Cl)(Cl)Cl)Cl.CCN(C(C)C)C(C)C.[F:42][C:43]1[CH:44]=[C:45]([C@@H:50]2[CH2:54][N:53]([CH2:55][CH2:56][O:57][CH3:58])[CH2:52][C@H:51]2[NH2:59])[CH:46]=[CH:47][C:48]=1[F:49]. The catalyst is C(Cl)Cl. The product is [F:42][C:43]1[CH:44]=[C:45]([C@@H:50]2[CH2:54][N:53]([CH2:55][CH2:56][O:57][CH3:58])[CH2:52][C@H:51]2[NH:59][C:22]([NH:13][C:12]2[N:8]([C:4]3[CH:5]=[N:6][CH:7]=[C:2]([F:1])[CH:3]=3)[N:9]=[C:10]([C:15]3[CH:16]=[N:17][N:18]([CH3:20])[CH:19]=3)[C:11]=2[CH3:14])=[O:24])[CH:46]=[CH:47][C:48]=1[F:49]. The yield is 0.460. (3) The reactants are [NH2:1][C:2]1[N:7]=[C:6]([C:8]#[N:9])[N:5]=[C:4]([NH:10][C:11]2[CH:16]=[CH:15][CH:14]=[C:13]([F:17])[C:12]=2[F:18])[N:3]=1.[C:19](=O)([O-])[O-].[K+].[K+].CI.CN(C=O)C. The catalyst is C(O)(=O)CC(CC(O)=O)(C(O)=O)O. The product is [NH2:1][C:2]1[N:7]=[C:6]([C:8]#[N:9])[N:5]=[C:4]([N:10]([C:11]2[CH:16]=[CH:15][CH:14]=[C:13]([F:17])[C:12]=2[F:18])[CH3:19])[N:3]=1. The yield is 0.910. (4) The reactants are Cl[C:2]1C=CC=C(C(OO)=O)C=1.[CH3:12][O:13][C:14]1[CH:19]=[CH:18][C:17]([CH2:20][N:21]2[C:29]3[CH:28]=[CH:27][CH:26]=[C:25]([N:30]([CH3:39])[C:31]4[CH:36]=[CH:35][N:34]=[C:33](SC)[N:32]=4)[C:24]=3[C:23]([CH3:40])=[N:22]2)=[CH:16][CH:15]=1.[S:41](S([O-])=O)([O-:44])(=O)=[O:42].[Na+].[Na+]. The catalyst is CN(C=O)C. The product is [CH3:12][O:13][C:14]1[CH:15]=[CH:16][C:17]([CH2:20][N:21]2[C:29]3[CH:28]=[CH:27][CH:26]=[C:25]([N:30]([CH3:39])[C:31]4[CH:36]=[CH:35][N:34]=[C:33]([S:41]([CH3:2])(=[O:44])=[O:42])[N:32]=4)[C:24]=3[C:23]([CH3:40])=[N:22]2)=[CH:18][CH:19]=1. The yield is 0.920. (5) The reactants are [Cl:1][C:2]1[C:3]([O:12][C:13]2[CH:18]=[C:17]([OH:19])[CH:16]=[CH:15][C:14]=2/[CH:20]=[CH:21]/[C:22]([O:24][CH2:25][CH3:26])=[O:23])=[N:4][CH:5]=[C:6]([C:8]([F:11])([F:10])[F:9])[CH:7]=1.C(=O)([O-])[O-].[K+].[K+].[I-].[Na+].Cl[C:36]1[N:41]=[CH:40][CH:39]=[CH:38][N:37]=1. The catalyst is CN(C)C=O.O. The product is [Cl:1][C:2]1[C:3]([O:12][C:13]2[CH:18]=[C:17]([O:19][C:36]3[N:41]=[CH:40][CH:39]=[CH:38][N:37]=3)[CH:16]=[CH:15][C:14]=2/[CH:20]=[CH:21]/[C:22]([O:24][CH2:25][CH3:26])=[O:23])=[N:4][CH:5]=[C:6]([C:8]([F:9])([F:11])[F:10])[CH:7]=1. The yield is 0.540. (6) The reactants are [NH:1]1[CH2:4][CH:3]([C:5]2[CH:10]=[CH:9][C:8]([C:11]3[CH:12]=[C:13]4[C:17](=[CH:18][C:19]=3[Cl:20])[NH:16][CH:15]=[C:14]4[CH:21]=[O:22])=[CH:7][CH:6]=2)[CH2:2]1.P([O-])(O)(O)=[O:24].[Na+].Cl([O-])=O.[Na+].S([O-])([O-])=O.[Na+].[Na+]. The catalyst is CC(=CC)C.CC(O)(C)C.O. The product is [NH:1]1[CH2:4][CH:3]([C:5]2[CH:10]=[CH:9][C:8]([C:11]3[CH:12]=[C:13]4[C:17](=[CH:18][C:19]=3[Cl:20])[NH:16][CH:15]=[C:14]4[C:21]([OH:24])=[O:22])=[CH:7][CH:6]=2)[CH2:2]1. The yield is 0.100.